This data is from Catalyst prediction with 721,799 reactions and 888 catalyst types from USPTO. The task is: Predict which catalyst facilitates the given reaction. (1) Reactant: [NH2:1][C:2]1[CH:7]=[C:6]([OH:8])[CH:5]=[CH:4][C:3]=1[S:9][C:10]1[CH:15]=[CH:14][C:13]([NH:16][C:17](=[O:19])[CH3:18])=[CH:12][CH:11]=1.[CH3:20][C:21](CBr)=[CH2:22].C(=O)([O-])[O-].[K+].[K+]. Product: [NH2:1][C:2]1[CH:7]=[C:6]([O:8][CH2:20][CH2:21][CH3:22])[CH:5]=[CH:4][C:3]=1[S:9][C:10]1[CH:15]=[CH:14][C:13]([NH:16][C:17](=[O:19])[CH3:18])=[CH:12][CH:11]=1. The catalyst class is: 3. (2) Reactant: [CH3:1][C:2]1[CH:11]=[CH:10][C:9]2[C:4](=[CH:5][CH:6]=[C:7]([C:12]([OH:14])=[O:13])[CH:8]=2)[N:3]=1.[CH3:15]O. Product: [CH3:1][C:2]1[CH:11]=[CH:10][C:9]2[C:4](=[CH:5][CH:6]=[C:7]([C:12]([O:14][CH3:15])=[O:13])[CH:8]=2)[N:3]=1. The catalyst class is: 65. (3) Reactant: [CH:1]([C:4]1[CH:9]=[CH:8][CH:7]=[CH:6][C:5]=1[NH:10][C:11]([NH2:13])=[S:12])([CH3:3])[CH3:2].[CH2:14]([I:16])[CH3:15]. Product: [IH:16].[CH2:14]([S:12][C:11](=[NH:13])[NH:10][C:5]1[CH:6]=[CH:7][CH:8]=[CH:9][C:4]=1[CH:1]([CH3:3])[CH3:2])[CH3:15]. The catalyst class is: 14. (4) Reactant: C([O:4][C:5]1[CH:10]=[CH:9][C:8]([C:11](=[O:30])[NH:12][C:13]2[S:17][C:16]([NH:18][C:19]3[CH:24]=[CH:23][C:22]([O:25][CH3:26])=[CH:21][CH:20]=3)=[N:15][C:14]=2[C:27](=[O:29])[NH2:28])=[CH:7][CH:6]=1)(=O)C.C([O-])([O-])=O.[K+].[K+].Cl. Product: [OH:4][C:5]1[CH:6]=[CH:7][C:8]([C:11]([NH:12][C:13]2[S:17][C:16]([NH:18][C:19]3[CH:24]=[CH:23][C:22]([O:25][CH3:26])=[CH:21][CH:20]=3)=[N:15][C:14]=2[C:27]([NH2:28])=[O:29])=[O:30])=[CH:9][CH:10]=1. The catalyst class is: 24. (5) Reactant: Cl.[NH2:2][C:3](=[NH:13])[C:4]1[CH:12]=[CH:11][C:7]([C:8]([NH2:10])=[O:9])=[CH:6][CH:5]=1.O.[NH2:15]N.[CH:17]1([C:22]([NH:24][CH:25]([CH2:33][CH3:34])[C:26](=O)[C:27](OCC)=[O:28])=[O:23])[CH2:21][CH2:20][CH2:19][CH2:18]1. Product: [CH:17]1([C:22]([NH:24][CH:25]([C:26]2[C:27](=[O:28])[NH:13][C:3]([C:4]3[CH:5]=[CH:6][C:7]([C:8]([NH2:10])=[O:9])=[CH:11][CH:12]=3)=[N:2][N:15]=2)[CH2:33][CH3:34])=[O:23])[CH2:21][CH2:20][CH2:19][CH2:18]1. The catalyst class is: 8. (6) Reactant: [P:1]([OH:30])([OH:29])([O:3][CH2:4][C@@:5]1([NH2:28])[CH2:9][CH2:8][C@H:7]([C:10]2[CH:19]=[CH:18][C:17]3[CH2:16][C@@H:15]([CH2:20][S:21][C:22]4[CH:27]=[CH:26][CH:25]=[CH:24][CH:23]=4)[CH2:14][CH2:13][C:12]=3[CH:11]=2)[CH2:6]1)=[O:2].CS(C)=[O:33].CC1(C)C2(CS(O)(=O)=O)C(CC1CC2)=O.C(=O)=O.C1C=C(Cl)C=C(C(OO)=O)C=1. Product: [P:1]([OH:30])([OH:29])([O:3][CH2:4][C@@:5]1([NH2:28])[CH2:9][CH2:8][C@H:7]([C:10]2[CH:19]=[CH:18][C:17]3[CH2:16][C@@H:15]([CH2:20][S:21]([C:22]4[CH:23]=[CH:24][CH:25]=[CH:26][CH:27]=4)=[O:33])[CH2:14][CH2:13][C:12]=3[CH:11]=2)[CH2:6]1)=[O:2]. The catalyst class is: 98. (7) Reactant: [Cl:1][C:2]1[CH:8]=[CH:7][CH:6]=[CH:5][C:3]=1[NH2:4].C[Al](C)C.[CH3:13][S:14]([C:17]1[CH:18]=[CH:19][C:20]([C:23](OC)=[O:24])=[N:21][CH:22]=1)(=[O:16])=[O:15].Cl. Product: [Cl:1][C:2]1[CH:8]=[CH:7][CH:6]=[CH:5][C:3]=1[NH:4][C:23](=[O:24])[C:20]1[CH:19]=[CH:18][C:17]([S:14]([CH3:13])(=[O:16])=[O:15])=[CH:22][N:21]=1. The catalyst class is: 451. (8) Reactant: [NH2:1][C:2]1[N:10]=[CH:9][N:8]=[C:7]2[C:3]=1[N:4]=[CH:5][N:6]2[C@H:11]1[C@@H:15]2[O:16][C:17]([CH3:20])([CH3:19])[O:18][C@@H:14]2[C@@H:13]([CH2:21][N:22]([CH2:39][CH3:40])[CH:23]2[CH2:26][CH:25]([CH2:27][CH2:28][C:29]([O:31]CC3C=CC=CC=3)=[O:30])[CH2:24]2)[O:12]1. Product: [NH2:1][C:2]1[N:10]=[CH:9][N:8]=[C:7]2[C:3]=1[N:4]=[CH:5][N:6]2[C@H:11]1[C@@H:15]2[O:16][C:17]([CH3:20])([CH3:19])[O:18][C@@H:14]2[C@@H:13]([CH2:21][N:22]([CH2:39][CH3:40])[CH:23]2[CH2:26][CH:25]([CH2:27][CH2:28][C:29]([OH:31])=[O:30])[CH2:24]2)[O:12]1. The catalyst class is: 19.